This data is from Catalyst prediction with 721,799 reactions and 888 catalyst types from USPTO. The task is: Predict which catalyst facilitates the given reaction. Reactant: [C:1]([O:5][C:6]([NH:8][C:9]1[CH:14]=[C:13]([C:15]2[CH:20]=[CH:19][CH:18]=[C:17]([C:21]([O:23][CH3:24])=[O:22])[N:16]=2)[CH:12]=[CH:11][N:10]=1)=[O:7])([CH3:4])([CH3:3])[CH3:2].[H-].[Na+].FC(F)(F)S(O[CH2:33][C:34]([F:37])([F:36])[F:35])(=O)=O. Product: [C:1]([O:5][C:6]([N:8]([CH2:33][C:34]([F:37])([F:36])[F:35])[C:9]1[CH:14]=[C:13]([C:15]2[CH:20]=[CH:19][CH:18]=[C:17]([C:21]([O:23][CH3:24])=[O:22])[N:16]=2)[CH:12]=[CH:11][N:10]=1)=[O:7])([CH3:4])([CH3:3])[CH3:2]. The catalyst class is: 9.